From a dataset of Full USPTO retrosynthesis dataset with 1.9M reactions from patents (1976-2016). Predict the reactants needed to synthesize the given product. (1) Given the product [OH:23][N:22]([C:24]1[CH:29]=[CH:28][CH:27]=[CH:26][CH:25]=1)[C:20](=[O:21])[CH2:19][CH2:18][C:12]1[CH:17]=[CH:16][CH:15]=[CH:14][CH:13]=1, predict the reactants needed to synthesize it. The reactants are: C1CCN2C(=NCCC2)CC1.[C:12]1([CH2:18][CH2:19][CH:20]=[O:21])[CH:17]=[CH:16][CH:15]=[CH:14][CH:13]=1.[N:22]([C:24]1[CH:29]=[CH:28][CH:27]=[CH:26][CH:25]=1)=[O:23]. (2) Given the product [CH3:33][CH:32]([O:35][C:37]1[CH:42]=[CH:41][C:40]2[C:43]3([CH2:59][O:60][C:39]=2[CH:38]=1)[C:51]1[C:46](=[CH:47][CH:48]=[CH:49][CH:50]=1)[N:45]([CH2:52][C@H:53]1[CH2:57][CH2:56][CH2:55][O:54]1)[C:44]3=[O:58])[CH3:34], predict the reactants needed to synthesize it. The reactants are: C1(P(C2C=CC=CC=2)C2C=CC=CC=2)C=CC=CC=1.N(C(OCC)=O)=NC(OCC)=O.[CH:32]([OH:35])([CH3:34])[CH3:33].O[C:37]1[CH:42]=[CH:41][C:40]2[C:43]3([CH2:59][O:60][C:39]=2[CH:38]=1)[C:51]1[C:46](=[CH:47][CH:48]=[CH:49][CH:50]=1)[N:45]([CH2:52][C@H:53]1[CH2:57][CH2:56][CH2:55][O:54]1)[C:44]3=[O:58]. (3) Given the product [CH2:1]([N:5]([CH2:22][C:23]1[CH:35]=[CH:34][C:26]([O:27][CH2:28][C:29]([OH:31])=[O:30])=[C:25]([CH3:36])[CH:24]=1)[C:6]1[CH:7]=[C:8]([C:12]2[CH:13]=[CH:14][C:15]([C:18]([F:21])([F:20])[F:19])=[CH:16][CH:17]=2)[CH:9]=[CH:10][CH:11]=1)[CH2:2][CH2:3][CH3:4], predict the reactants needed to synthesize it. The reactants are: [CH2:1]([N:5]([CH2:22][C:23]1[CH:35]=[CH:34][C:26]([O:27][CH2:28][C:29]([O:31]CC)=[O:30])=[C:25]([CH3:36])[CH:24]=1)[C:6]1[CH:7]=[C:8]([C:12]2[CH:17]=[CH:16][C:15]([C:18]([F:21])([F:20])[F:19])=[CH:14][CH:13]=2)[CH:9]=[CH:10][CH:11]=1)[CH2:2][CH2:3][CH3:4].[OH-].[Na+]. (4) Given the product [OH:14][NH:22][C:23]([C:25]1[CH:26]=[C:27]2[C:32](=[CH:33][CH:34]=1)[CH:31]=[C:30]([C:35]([O:37][CH3:38])=[O:36])[CH:29]=[CH:28]2)=[O:24], predict the reactants needed to synthesize it. The reactants are: NO.C1C2C(=CC=C(C(OC)=[O:14])C=2)C=CC=1C(OC)=O.C[NH:22][C:23]([C:25]1[CH:26]=[C:27]2[C:32](=[CH:33][CH:34]=1)[CH:31]=[C:30]([C:35]([O:37][CH3:38])=[O:36])[CH:29]=[CH:28]2)=[O:24]. (5) Given the product [OH:4][C@H:5]1[CH2:22][CH2:21][C@@:20]2([CH3:23])[C@@H:7]([CH2:8][CH2:9][C@:10]3([CH3:49])[C@@H:19]2[CH2:18][CH2:17][C@H:16]2[C@@:11]3([CH3:48])[CH2:12][CH2:13][C@@:14]3([C:30]([N:32]4[CH2:36][CH2:35][CH2:34][C@@H:33]4[C:37]4[O:41][N:40]=[C:39]([C:42]5[CH:43]=[CH:44][CH:45]=[CH:46][CH:47]=5)[N:38]=4)=[O:31])[CH2:26][CH2:25][C@@H:24]([C:27]([CH3:29])=[CH2:28])[C@@H:15]32)[C:6]1([CH3:51])[CH3:50], predict the reactants needed to synthesize it. The reactants are: C([O:4][C@H:5]1[CH2:22][CH2:21][C@@:20]2([CH3:23])[C@@H:7]([CH2:8][CH2:9][C@:10]3([CH3:49])[C@@H:19]2[CH2:18][CH2:17][C@H:16]2[C@@:11]3([CH3:48])[CH2:12][CH2:13][C@@:14]3([C:30]([N:32]4[CH2:36][CH2:35][CH2:34][C@@H:33]4[C:37]4[O:41][N:40]=[C:39]([C:42]5[CH:47]=[CH:46][CH:45]=[CH:44][CH:43]=5)[N:38]=4)=[O:31])[CH2:26][CH2:25][C@@H:24]([C:27]([CH3:29])=[CH2:28])[C@@H:15]32)[C:6]1([CH3:51])[CH3:50])(=O)C.C(=O)([O-])[O-].[K+].[K+]. (6) Given the product [N:21]1[CH:17]=[CH:14][CH:15]=[CH:16][C:11]=1[C:8]1[N:7]=[C:6]([CH2:5][NH:4][CH:1]([CH3:2])[CH3:3])[O:10][N:9]=1, predict the reactants needed to synthesize it. The reactants are: [CH:1]([NH:4][CH2:5][C:6]1[O:10][N:9]=[C:8]([C:11]2[CH:16]=[CH:15][C:14]([CH3:17])=CC=2)[N:7]=1)([CH3:3])[CH3:2].ClCC1ON=C(C2C=CC=CN=2)[N:21]=1.C(N)(C)C.C(=O)([O-])[O-].[K+].[K+]. (7) The reactants are: [C:1]([O:4][C:5]1[CH:29]=[CH:28][C:8]([C:9]2[C:18](=[O:19])[C:17]3[C:12](=[C:13]([O:24][C:25](=[O:27])[CH3:26])[C:14]([O:20][C:21](=[O:23])[CH3:22])=[CH:15][CH:16]=3)[O:11][CH:10]=2)=[CH:7][CH:6]=1)(=[O:3])[CH3:2]. Given the product [C:1]([O:4][C:5]1[CH:29]=[CH:28][C:8]([CH:9]2[CH:18]([OH:19])[C:17]3[C:12](=[C:13]([O:24][C:25](=[O:27])[CH3:26])[C:14]([O:20][C:21](=[O:23])[CH3:22])=[CH:15][CH:16]=3)[O:11][CH2:10]2)=[CH:7][CH:6]=1)(=[O:3])[CH3:2], predict the reactants needed to synthesize it. (8) Given the product [Cl:26][C:7]1[C:6]2[C:11](=[C:2]([Cl:1])[C:3]([O:22][CH3:23])=[CH:4][CH:5]=2)[N:10]=[C:9]([C:12]2[S:13][CH:14]=[C:15]([C:17]([F:20])([F:19])[F:18])[N:16]=2)[CH:8]=1, predict the reactants needed to synthesize it. The reactants are: [Cl:1][C:2]1[C:3]([O:22][CH3:23])=[CH:4][CH:5]=[C:6]2[C:11]=1[N:10]=[C:9]([C:12]1[S:13][CH:14]=[C:15]([C:17]([F:20])([F:19])[F:18])[N:16]=1)[CH:8]=[C:7]2O.O=P(Cl)(Cl)[Cl:26].